This data is from Catalyst prediction with 721,799 reactions and 888 catalyst types from USPTO. The task is: Predict which catalyst facilitates the given reaction. (1) Reactant: Br[C:2]1[CH:7]=[CH:6][C:5]([CH2:8][C:9]([CH3:12])([OH:11])[CH3:10])=[C:4]([F:13])[CH:3]=1.C1(P(C2C=CC=CC=2)CCCP(C2C=CC=CC=2)C2C=CC=CC=2)C=CC=CC=1.C(N(CC)CC)C.[CH3:50][OH:51].CN([CH:55]=[O:56])C. Product: [F:13][C:4]1[CH:3]=[C:2]([CH:7]=[CH:6][C:5]=1[CH2:8][C:9]([OH:11])([CH3:12])[CH3:10])[C:50]([O:56][CH3:55])=[O:51]. The catalyst class is: 167. (2) Reactant: Cl.O1CCOCC1.[F:8][C:9]1[CH:10]=[C:11]([C@H:33]([NH:35][S@@](C(C)(C)C)=O)[CH3:34])[CH:12]=[CH:13][C:14]=1[C:15]1[S:16][C:17]2[C:22]([N:23]=1)=[CH:21][CH:20]=[C:19]([C:24]1([C:27]3[CH:32]=[CH:31][CH:30]=[CH:29][CH:28]=3)[CH2:26][CH2:25]1)[N:18]=2. Product: [F:8][C:9]1[CH:10]=[C:11]([C@H:33]([NH2:35])[CH3:34])[CH:12]=[CH:13][C:14]=1[C:15]1[S:16][C:17]2[C:22]([N:23]=1)=[CH:21][CH:20]=[C:19]([C:24]1([C:27]3[CH:28]=[CH:29][CH:30]=[CH:31][CH:32]=3)[CH2:25][CH2:26]1)[N:18]=2. The catalyst class is: 5. (3) Reactant: [CH3:1][O:2][C:3](=[O:20])[C:4]1[CH:9]=[CH:8][C:7]([CH:10]2[CH2:15][CH2:14][NH:13][CH2:12][CH2:11]2)=[C:6]([C:16]([F:19])([F:18])[F:17])[CH:5]=1.C(N(CC)CC)C.[C:28](OC(=O)C)(=[O:30])[CH3:29].O. Product: [CH3:1][O:2][C:3](=[O:20])[C:4]1[CH:9]=[CH:8][C:7]([CH:10]2[CH2:11][CH2:12][N:13]([C:28](=[O:30])[CH3:29])[CH2:14][CH2:15]2)=[C:6]([C:16]([F:17])([F:18])[F:19])[CH:5]=1. The catalyst class is: 60. (4) Reactant: [N:1]1([S:5]([NH2:8])(=[O:7])=[O:6])[CH2:4][CH2:3][CH2:2]1.C(=O)([O-])[O-].[Cs+].[Cs+].Cl[C:16]1[CH:21]=[C:20]([O:22][CH2:23][C@@H:24]2[CH2:28][O:27][C:26]([CH3:30])([CH3:29])[O:25]2)[N:19]=[C:18]([S:31][CH2:32][C:33]2[CH:38]=[CH:37][CH:36]=[C:35]([F:39])[C:34]=2[F:40])[N:17]=1. Product: [F:40][C:34]1[C:35]([F:39])=[CH:36][CH:37]=[CH:38][C:33]=1[CH2:32][S:31][C:18]1[N:17]=[C:16]([NH:8][S:5]([N:1]2[CH2:4][CH2:3][CH2:2]2)(=[O:7])=[O:6])[CH:21]=[C:20]([O:22][CH2:23][C@@H:24]2[CH2:28][O:27][C:26]([CH3:30])([CH3:29])[O:25]2)[N:19]=1. The catalyst class is: 62. (5) Reactant: [Br:1][C:2]1[CH:3]=[C:4]([CH2:13][C@@H:14]([CH2:19][C:20]([O:22][CH3:23])=[O:21])[C:15]([O:17]C)=O)[C:5]([CH2:11]Cl)=[C:6]2[C:10]=1[NH:9][N:8]=[CH:7]2.C(=O)([O-])[O-].[K+].[K+].[NH2:30][CH2:31][CH:32]1[CH2:34][CH2:33]1. Product: [CH3:23][O:22][C:20](=[O:21])[CH2:19][C@H:14]1[C:15](=[O:17])[N:30]([CH2:31][CH:32]2[CH2:34][CH2:33]2)[CH2:11][C:5]2[C:6]3[CH:7]=[N:8][NH:9][C:10]=3[C:2]([Br:1])=[CH:3][C:4]=2[CH2:13]1. The catalyst class is: 10. (6) Reactant: [C:1]([N:4]1[C:13]2[C:8](=[CH:9][C:10](Br)=[CH:11][CH:12]=2)[C@H:7]([NH2:15])[CH2:6][C@@H:5]1[CH3:16])(=[O:3])[CH3:2].CC1(C)C(C)(C)OB([C:25]2[CH:26]=[CH:27][C:28]([C:31]([O:33][CH3:34])=[O:32])=[N:29][CH:30]=2)O1.C(N(CC)CC)C.CO. The catalyst class is: 438. Product: [C:1]([N:4]1[C:13]2[C:8](=[CH:9][C:10]([C:25]3[CH:26]=[CH:27][C:28]([C:31]([O:33][CH3:34])=[O:32])=[N:29][CH:30]=3)=[CH:11][CH:12]=2)[C@H:7]([NH2:15])[CH2:6][C@@H:5]1[CH3:16])(=[O:3])[CH3:2]. (7) Reactant: C([S@]([NH:7][C@@H:8]([C:10]1[CH:15]=[CH:14][C:13]([NH:16][S:17]([CH3:20])(=[O:19])=[O:18])=[C:12]([CH2:21][OH:22])[CH:11]=1)[CH3:9])=O)(C)(C)C.[ClH:23].CO. Product: [ClH:23].[NH2:7][C@@H:8]([C:10]1[CH:15]=[CH:14][C:13]([NH:16][S:17]([CH3:20])(=[O:19])=[O:18])=[C:12]([CH2:21][OH:22])[CH:11]=1)[CH3:9]. The catalyst class is: 5.